Dataset: Forward reaction prediction with 1.9M reactions from USPTO patents (1976-2016). Task: Predict the product of the given reaction. (1) Given the reactants C([O-])([O-])=O.[K+].[K+].Br[C:8]1[C:17]([O:18][CH:19]2[CH2:24][CH2:23][N:22](C(OC(C)(C)C)=O)[CH2:21][CH2:20]2)=[C:16]2[C:11]([CH:12]=[N:13][C:14]([NH:32][C:33]3[CH:38]=[CH:37][C:36]([S:39](=[O:42])(=[O:41])[NH2:40])=[CH:35][CH:34]=3)=[N:15]2)=[CH:10][CH:9]=1.[CH3:43][N:44]1[CH:48]=[CH:47][C:46](B2OC(C)(C)C(C)(C)O2)=[CH:45]1, predict the reaction product. The product is: [CH3:43][N:44]1[CH:48]=[CH:47][C:46]([C:8]2[C:17]([O:18][CH:19]3[CH2:20][CH2:21][NH:22][CH2:23][CH2:24]3)=[C:16]3[C:11]([CH:12]=[N:13][C:14]([NH:32][C:33]4[CH:34]=[CH:35][C:36]([S:39]([NH2:40])(=[O:41])=[O:42])=[CH:37][CH:38]=4)=[N:15]3)=[CH:10][CH:9]=2)=[CH:45]1. (2) Given the reactants [CH3:1][O:2][CH2:3][CH:4]([CH2:35][O:36][CH3:37])[O:5][C:6]1[CH:7]=[C:8]([O:24][C:25]2[CH:26]=[N:27][C:28]([S:31]([CH3:34])(=[O:33])=[O:32])=[CH:29][CH:30]=2)[CH:9]=[C:10]2[C:14]=1[NH:13][C:12]([C:15]1[S:16][CH:17]([CH2:20][C:21](O)=[O:22])[CH2:18][N:19]=1)=[CH:11]2.Cl.C([N:41]=C=NCCCN(C)C)C.ON1C2C=CC=CC=2N=N1.[OH-].[NH4+], predict the reaction product. The product is: [CH3:37][O:36][CH2:35][CH:4]([CH2:3][O:2][CH3:1])[O:5][C:6]1[CH:7]=[C:8]([O:24][C:25]2[CH:26]=[N:27][C:28]([S:31]([CH3:34])(=[O:32])=[O:33])=[CH:29][CH:30]=2)[CH:9]=[C:10]2[C:14]=1[NH:13][C:12]([C:15]1[S:16][CH:17]([CH2:20][C:21]([NH2:41])=[O:22])[CH2:18][N:19]=1)=[CH:11]2.